This data is from Reaction yield outcomes from USPTO patents with 853,638 reactions. The task is: Predict the reaction yield, written as a fraction of the theoretical maximum amount of product (1.0 means a 100% yield; for example, 0.34 means a 34% yield). (1) The reactants are [OH:1][C:2]1[CH:11]=[C:10]2[C:5]([C:6]([NH:15][C:16]3[CH:21]=[CH:20][CH:19]=[C:18]([CH2:22][OH:23])[C:17]=3[CH3:24])=[C:7]([C:12]([NH2:14])=[O:13])[CH:8]=[N:9]2)=[CH:4][C:3]=1[O:25][CH3:26].BrC[CH2:29][CH2:30][CH2:31][Cl:32].C([O-])([O-])=O.[Cs+].[Cs+]. The catalyst is CN(C=O)C. The product is [Cl:32][CH2:31][CH2:30][CH2:29][O:1][C:2]1[CH:11]=[C:10]2[C:5]([C:6]([NH:15][C:16]3[CH:21]=[CH:20][CH:19]=[C:18]([CH2:22][OH:23])[C:17]=3[CH3:24])=[C:7]([C:12]([NH2:14])=[O:13])[CH:8]=[N:9]2)=[CH:4][C:3]=1[O:25][CH3:26]. The yield is 0.500. (2) The reactants are Cl.N[C@@H]1CCCC[C@H]1O.[F:10][C:11]1[CH:12]=[C:13](B(O)O)[CH:14]=[C:15]([F:17])[CH:16]=1.C[Si]([N-][Si](C)(C)C)(C)C.[Na+].N#N.I[CH:34]1[C:39](OC)([O:40]C)[CH2:38][CH2:37][O:36][CH2:35]1. The catalyst is C1COCC1.O.O.O.O.O.O.[Ni](Cl)Cl. The product is [F:10][C:11]1[CH:12]=[C:13]([CH:34]2[C:39](=[O:40])[CH2:38][CH2:37][O:36][CH2:35]2)[CH:14]=[C:15]([F:17])[CH:16]=1. The yield is 0.274. (3) The reactants are [NH2:1][CH2:2][CH2:3][CH2:4][CH2:5][C:6]([OH:8])=[O:7].[Cl:9][C:10]1[N:15]=[C:14]([N:16]2[CH2:21][CH2:20][O:19][CH2:18][CH2:17]2)[CH:13]=[C:12](Cl)[N:11]=1.CCN(C(C)C)C(C)C. The catalyst is CN(C)C=O.CCOC(C)=O. The product is [Cl:9][C:10]1[N:11]=[C:12]([NH:1][CH2:2][CH2:3][CH2:4][CH2:5][C:6]([OH:8])=[O:7])[CH:13]=[C:14]([N:16]2[CH2:21][CH2:20][O:19][CH2:18][CH2:17]2)[N:15]=1. The yield is 0.600. (4) The reactants are [C:1](=O)([O-])[O-].[K+].[K+].[C:7]([C:9]1[CH:17]=[CH:16][C:12]([C:13]([OH:15])=[O:14])=[C:11]([F:18])[CH:10]=1)#[N:8].IC. The catalyst is CN(C=O)C. The product is [C:7]([C:9]1[CH:17]=[CH:16][C:12]([C:13]([O:15][CH3:1])=[O:14])=[C:11]([F:18])[CH:10]=1)#[N:8]. The yield is 0.940. (5) The reactants are [NH2:1][C@H:2]([C:4]([NH:6][CH:7]1[N:13]=[C:12]([C:14]2[CH:19]=[CH:18][CH:17]=[CH:16][CH:15]=2)[C:11]2[CH:20]=[CH:21][CH:22]=[CH:23][C:10]=2[N:9]([CH3:24])[C:8]1=[O:25])=[O:5])[CH3:3].[Cl:26][CH2:27][C:28](Cl)=[O:29]. The catalyst is C(Cl)Cl. The product is [Cl:26][CH2:27][C:28]([NH:1][C@H:2]([C:4]([NH:6][CH:7]1[N:13]=[C:12]([C:14]2[CH:19]=[CH:18][CH:17]=[CH:16][CH:15]=2)[C:11]2[CH:20]=[CH:21][CH:22]=[CH:23][C:10]=2[N:9]([CH3:24])[C:8]1=[O:25])=[O:5])[CH3:3])=[O:29]. The yield is 0.980.